Dataset: Catalyst prediction with 721,799 reactions and 888 catalyst types from USPTO. Task: Predict which catalyst facilitates the given reaction. (1) Reactant: C[O-].[Na+].[CH:4]([NH2:6])=[NH:5].O=[C:8]1[CH2:14][CH2:13][N:12]([C:15]([O:17][C:18]([CH3:21])([CH3:20])[CH3:19])=[O:16])[CH2:11][CH2:10][CH:9]1[C:22](OC)=[O:23].C(O)(=O)C. Product: [OH:23][C:22]1[C:9]2[CH2:10][CH2:11][N:12]([C:15]([O:17][C:18]([CH3:21])([CH3:20])[CH3:19])=[O:16])[CH2:13][CH2:14][C:8]=2[N:6]=[CH:4][N:5]=1. The catalyst class is: 5. (2) Reactant: [Cl:1][S:2]([OH:5])(=O)=[O:3].[Br:6][C:7]1[CH:12]=[CH:11][C:10]([O:13][C:14]([F:17])([F:16])[F:15])=[CH:9][CH:8]=1. Product: [Br:6][C:7]1[CH:12]=[CH:11][C:10]([O:13][C:14]([F:15])([F:16])[F:17])=[C:9]([S:2]([Cl:1])(=[O:5])=[O:3])[CH:8]=1. The catalyst class is: 366. (3) Reactant: [O:1]1[C:6]2[CH:7]=[CH:8][CH:9]=[CH:10][C:5]=2[N:4]([CH:11]([C:18]2[CH:23]=[CH:22][CH:21]=[CH:20][CH:19]=2)[CH:12]([OH:17])[C:13]([NH:15][CH3:16])=O)[CH2:3][CH2:2]1.B.Cl. Product: [O:1]1[C:6]2[CH:7]=[CH:8][CH:9]=[CH:10][C:5]=2[N:4]([CH:11]([C:18]2[CH:23]=[CH:22][CH:21]=[CH:20][CH:19]=2)[CH:12]([OH:17])[CH2:13][NH:15][CH3:16])[CH2:3][CH2:2]1. The catalyst class is: 7. (4) Reactant: [N+](=[CH:3][C:4](=[O:14])[CH2:5][C:6]1[CH:11]=[CH:10][C:9]([O:12][CH3:13])=[CH:8][CH:7]=1)=[N-]. Product: [CH2:9]([O:12][CH:3]([O:14][CH2:4][CH3:3])[C:4](=[O:14])[CH2:5][C:6]1[CH:11]=[CH:10][C:9]([O:12][CH3:13])=[CH:8][CH:7]=1)[CH3:8]. The catalyst class is: 8. (5) Reactant: [C:1]([O:5][OH:6])([CH3:4])([CH3:3])[CH3:2].[OH-].[K+].[CH3:9][CH:10]([CH2:15][C:16]([CH3:19])([CH3:18])[CH3:17])[CH2:11][C:12](Cl)=[O:13]. Product: [CH3:9][CH:10]([CH2:15][C:16]([CH3:19])([CH3:18])[CH3:17])[CH2:11][C:12]([O:6][O:5][C:1]([CH3:4])([CH3:3])[CH3:2])=[O:13]. The catalyst class is: 6. (6) Reactant: Cl[C:2]1[N:3]=[C:4]([N:26]2[CH2:31][CH2:30][O:29][CH2:28][CH2:27]2)[C:5]2[N:11]=[C:10]([C:12]3[C:13]([F:25])=[C:14]([NH:18][S:19]([CH2:22][CH2:23][CH3:24])(=[O:21])=[O:20])[CH:15]=[CH:16][CH:17]=3)[CH:9]=[CH:8][C:6]=2[N:7]=1.CC1(C)C(C)(C)OB([C:40]2[CH:41]=[N:42][C:43]([NH2:46])=[N:44][CH:45]=2)O1.C(=O)([O-])[O-].[Na+].[Na+]. Product: [NH2:46][C:43]1[N:44]=[CH:45][C:40]([C:2]2[N:3]=[C:4]([N:26]3[CH2:31][CH2:30][O:29][CH2:28][CH2:27]3)[C:5]3[N:11]=[C:10]([C:12]4[C:13]([F:25])=[C:14]([NH:18][S:19]([CH2:22][CH2:23][CH3:24])(=[O:21])=[O:20])[CH:15]=[CH:16][CH:17]=4)[CH:9]=[CH:8][C:6]=3[N:7]=2)=[CH:41][N:42]=1. The catalyst class is: 233.